Task: Predict the product of the given reaction.. Dataset: Forward reaction prediction with 1.9M reactions from USPTO patents (1976-2016) (1) Given the reactants [NH2:1][C:2]1[CH:3]=[C:4]([C@@H:8]([NH:10][C:11]2[CH:16]=[N:15][CH:14]=[C:13]([Cl:17])[N:12]=2)[CH3:9])[CH:5]=[CH:6][CH:7]=1.[CH3:18][C:19]1[CH:27]=[CH:26][C:22]([C:23](O)=[O:24])=[CH:21][N:20]=1.Cl.CN(C)CCCN=C=NCC.N1(C2C=CN=CC=2)CCCC1.C(N(CC)CC)C, predict the reaction product. The product is: [Cl:17][C:13]1[N:12]=[C:11]([NH:10][C@H:8]([C:4]2[CH:3]=[C:2]([NH:1][C:23](=[O:24])[C:22]3[CH:26]=[CH:27][C:19]([CH3:18])=[N:20][CH:21]=3)[CH:7]=[CH:6][CH:5]=2)[CH3:9])[CH:16]=[N:15][CH:14]=1. (2) Given the reactants [NH2:1][C@H:2]([CH2:22][C:23]1[CH:28]=[C:27]([F:29])[C:26]([F:30])=[CH:25][C:24]=1[F:31])[CH2:3][C:4]([N:6]1[CH2:11][CH2:10][N:9]2[C:12]([C:18]([F:21])([F:20])[F:19])=[N:13][C:14]([C:15]([OH:17])=[O:16])=[C:8]2[CH2:7]1)=[O:5].[OH-].[Li+:33], predict the reaction product. The product is: [NH2:1][C@H:2]([CH2:22][C:23]1[CH:28]=[C:27]([F:29])[C:26]([F:30])=[CH:25][C:24]=1[F:31])[CH2:3][C:4]([N:6]1[CH2:11][CH2:10][N:9]2[C:12]([C:18]([F:21])([F:19])[F:20])=[N:13][C:14]([C:15]([O-:17])=[O:16])=[C:8]2[CH2:7]1)=[O:5].[Li+:33]. (3) Given the reactants Cl[C:2]1[C:11]2[C:6](=[CH:7][C:8]([O:14][CH3:15])=[C:9]([O:12][CH3:13])[CH:10]=2)[N:5]=[CH:4][CH:3]=1.[Cl:16][C:17]1[CH:38]=[CH:37][C:20]([CH2:21][N:22]2[C:27](=[O:28])[C:26]([C:29]3[CH:34]=[CH:33][C:32]([OH:35])=[C:31]([F:36])[CH:30]=3)=[CH:25][N:24]=[CH:23]2)=[CH:19][CH:18]=1, predict the reaction product. The product is: [Cl:16][C:17]1[CH:18]=[CH:19][C:20]([CH2:21][N:22]2[C:27](=[O:28])[C:26]([C:29]3[CH:34]=[CH:33][C:32]([O:35][C:2]4[C:11]5[C:6](=[CH:7][C:8]([O:14][CH3:15])=[C:9]([O:12][CH3:13])[CH:10]=5)[N:5]=[CH:4][CH:3]=4)=[C:31]([F:36])[CH:30]=3)=[CH:25][N:24]=[CH:23]2)=[CH:37][CH:38]=1. (4) Given the reactants [F:1][C:2]1[CH:3]=[C:4]2[C:9](=[CH:10][CH:11]=1)[N:8]=[CH:7][C:6](B1OC(C)(C)C(C)(C)O1)=[CH:5]2.[O-]P([O-])([O-])=O.[K+].[K+].[K+].C(Cl)Cl.[Cl:32][C:33]1[CH:38]=[C:37]([N:39]([CH2:48][O:49][CH2:50][CH2:51][Si:52]([CH3:55])([CH3:54])[CH3:53])[CH2:40][O:41][CH2:42][CH2:43][Si:44]([CH3:47])([CH3:46])[CH3:45])[N:36]2[N:56]=[CH:57][C:58](I)=[C:35]2[N:34]=1, predict the reaction product. The product is: [Cl:32][C:33]1[CH:38]=[C:37]([N:39]([CH2:48][O:49][CH2:50][CH2:51][Si:52]([CH3:55])([CH3:54])[CH3:53])[CH2:40][O:41][CH2:42][CH2:43][Si:44]([CH3:47])([CH3:45])[CH3:46])[N:36]2[N:56]=[CH:57][C:58]([C:6]3[CH:7]=[N:8][C:9]4[C:4]([CH:5]=3)=[CH:3][C:2]([F:1])=[CH:11][CH:10]=4)=[C:35]2[N:34]=1. (5) Given the reactants [CH2:1]([O:8][CH2:9][C@H:10]([OH:12])[CH3:11])[C:2]1[CH:7]=[CH:6][CH:5]=[CH:4][CH:3]=1.[H-].[Na+].[Br:15][C:16]1[C:17](Cl)=[N:18][CH:19]=[CH:20][CH:21]=1, predict the reaction product. The product is: [CH2:1]([O:8][CH2:9][C@H:10]([O:12][C:17]1[C:16]([Br:15])=[CH:21][CH:20]=[CH:19][N:18]=1)[CH3:11])[C:2]1[CH:7]=[CH:6][CH:5]=[CH:4][CH:3]=1. (6) Given the reactants [CH3:1][C@H:2]1[NH:7][CH2:6][CH2:5][N:4]([C:8]([C:10]2[CH:15]=[CH:14][CH:13]=[CH:12][CH:11]=2)=[O:9])[CH2:3]1.[Br:16][CH:17]([CH3:21])[C:18](O)=[O:19].F[P-](F)(F)(F)(F)F.N1(OC(N(C)C)=[N+](C)C)C2C=CC=CC=2N=N1.C(N(CC)CC)C, predict the reaction product. The product is: [C:8]([N:4]1[CH2:5][CH2:6][N:7]([C:18](=[O:19])[CH:17]([Br:16])[CH3:21])[C@H:2]([CH3:1])[CH2:3]1)(=[O:9])[C:10]1[CH:15]=[CH:14][CH:13]=[CH:12][CH:11]=1. (7) Given the reactants [F:1][C:2]1[CH:3]=[N:4][N:5]([C:7]2[N:12]=[C:11]([OH:13])[C:10]([C:14]([OH:16])=O)=[CH:9][N:8]=2)[CH:6]=1.CCN(CC)CC.CN(C(ON1N=NC2C=CC=NC1=2)=[N+](C)C)C.F[P-](F)(F)(F)(F)F.[NH2:48][C@H:49]([C:62]1[CH:67]=[CH:66][C:65]([F:68])=[CH:64][CH:63]=1)[C:50]1[CH:55]=[CH:54][C:53]([P:56]([CH3:61])(=[O:60])[O:57][CH2:58][CH3:59])=[CH:52][CH:51]=1.Cl.N[C@H](C1C=CC(F)=CC=1)C1C=CC(P(C)(=O)OCC)=CC=1, predict the reaction product. The product is: [F:1][C:2]1[CH:3]=[N:4][N:5]([C:7]2[N:12]=[C:11]([OH:13])[C:10]([C:14]([NH:48][C@H:49]([C:62]3[CH:63]=[CH:64][C:65]([F:68])=[CH:66][CH:67]=3)[C:50]3[CH:55]=[CH:54][C:53]([P:56]([CH3:61])(=[O:60])[O:57][CH2:58][CH3:59])=[CH:52][CH:51]=3)=[O:16])=[CH:9][N:8]=2)[CH:6]=1.